This data is from Full USPTO retrosynthesis dataset with 1.9M reactions from patents (1976-2016). The task is: Predict the reactants needed to synthesize the given product. (1) The reactants are: [NH2:1][C:2]1[C:3]([Cl:17])=[N:4][C:5]([Cl:16])=[CH:6][C:7]=1[NH:8][C:9](=[O:15])[O:10][C:11]([CH3:14])([CH3:13])[CH3:12].[CH3:18][C@H:19]1[CH2:24][CH2:23][C@H:22]([CH:25]=O)[CH2:21][CH2:20]1.C(O[BH-](OC(=O)C)OC(=O)C)(=O)C.[Na+]. Given the product [Cl:17][C:3]1[C:2]([NH:1][CH2:18][C@H:19]2[CH2:24][CH2:23][C@H:22]([CH3:25])[CH2:21][CH2:20]2)=[C:7]([NH:8][C:9](=[O:15])[O:10][C:11]([CH3:12])([CH3:13])[CH3:14])[CH:6]=[C:5]([Cl:16])[N:4]=1, predict the reactants needed to synthesize it. (2) Given the product [CH2:1]([O:3][CH2:4][CH2:5][NH:6][S:7]([C:10]1[C:15]([Cl:16])=[CH:14][CH:13]=[C:12]([N+:17]([O-:19])=[O:18])[C:11]=1[OH:23])(=[O:9])=[O:8])[CH3:2], predict the reactants needed to synthesize it. The reactants are: [CH2:1]([O:3][CH2:4][CH2:5][NH:6][S:7]([C:10]1[C:15]([Cl:16])=[CH:14][CH:13]=[C:12]([N+:17]([O-:19])=[O:18])[C:11]=1Cl)(=[O:9])=[O:8])[CH3:2].[H-].[Na+].[OH2:23]. (3) Given the product [C:11]([C:13]1[N:18]=[CH:17][C:16]([C:19]2[C:31]3[C:30]4[C:25](=[CH:26][CH:27]=[CH:28][CH:29]=4)[N:24]([C:32]4[CH:33]=[CH:34][C:35]([C:36]([O:38][C:39]([CH3:40])([CH3:41])[CH3:42])=[O:37])=[C:43]([NH:10][CH2:9][CH2:8][F:7])[CH:44]=4)[C:23]=3[CH:22]=[CH:21][CH:20]=2)=[CH:15][CH:14]=1)#[N:12], predict the reactants needed to synthesize it. The reactants are: C(=O)([O-])[O-].[K+].[K+].[F:7][CH2:8][CH2:9][NH2:10].[C:11]([C:13]1[N:18]=[CH:17][C:16]([C:19]2[C:31]3[C:30]4[C:25](=[CH:26][CH:27]=[CH:28][CH:29]=4)[N:24]([C:32]4[CH:44]=[CH:43][C:35]([C:36]([O:38][C:39]([CH3:42])([CH3:41])[CH3:40])=[O:37])=[C:34](F)[CH:33]=4)[C:23]=3[CH:22]=[CH:21][CH:20]=2)=[CH:15][CH:14]=1)#[N:12]. (4) Given the product [OH:10][C:5]1[CH:6]=[CH:7][C:8]([C:11]2([C:8]3[CH:7]=[CH:6][C:5]([OH:10])=[C:4]([N+:1]([O-:3])=[O:2])[CH:9]=3)[C:12]3[C:13](=[CH:17][CH:18]=[CH:19][CH:20]=3)[C:14](=[O:15])[O:16]2)=[CH:9][C:4]=1[N+:1]([O-:3])=[O:2], predict the reactants needed to synthesize it. The reactants are: [N+:1]([C:4]1[CH:9]=[CH:8][CH:7]=[CH:6][C:5]=1[OH:10])([O-:3])=[O:2].[C:11]1(=O)[O:16][C:14](=[O:15])[C:13]2=[CH:17][CH:18]=[CH:19][CH:20]=[C:12]12. (5) Given the product [NH:1]1[CH2:47][CH2:46][CH2:45][C@H:2]1[C:3]([N:5]1[CH2:44][CH2:43][CH2:42][C@H:6]1[C:7]([NH:9][C@H:10]([C:36]([C:38]([CH3:39])([CH3:40])[CH3:41])=[O:37])[CH2:11][CH2:12][CH2:13][NH:14][C:15](=[NH:35])[NH:16][S:17]([C:20]1[C:33]([CH3:34])=[C:31]([CH3:32])[C:30]2[O:29][C:26]([CH3:28])([CH3:27])[CH2:25][CH2:24][C:23]=2[C:21]=1[CH3:22])(=[O:19])=[O:18])=[O:8])=[O:4], predict the reactants needed to synthesize it. The reactants are: [N:1]1(C(OCC2C3C(=CC=CC=3)C3C2=CC=CC=3)=O)[CH2:47][CH2:46][CH2:45][C@H:2]1[C:3]([N:5]1[CH2:44][CH2:43][CH2:42][C@H:6]1[C:7]([NH:9][C@H:10]([C:36]([C:38]([CH3:41])([CH3:40])[CH3:39])=[O:37])[CH2:11][CH2:12][CH2:13][NH:14][C:15](=[NH:35])[NH:16][S:17]([C:20]1[C:33]([CH3:34])=[C:31]([CH3:32])[C:30]2[O:29][C:26]([CH3:28])([CH3:27])[CH2:25][CH2:24][C:23]=2[C:21]=1[CH3:22])(=[O:19])=[O:18])=[O:8])=[O:4]. (6) Given the product [CH3:11][C:5]1([CH2:3][OH:2])[CH2:10][CH2:9][O:8][CH2:7][CH2:6]1, predict the reactants needed to synthesize it. The reactants are: C[O:2][C:3]([C:5]1([CH3:11])[CH2:10][CH2:9][O:8][CH2:7][CH2:6]1)=O.[H-].C([Al+]CC(C)C)C(C)C. (7) Given the product [CH3:44][O:45][C:46](=[O:79])[NH:47][C@H:48]([C:52]([N:54]1[CH2:58][CH2:57][CH2:56][C@H:55]1[C:59]1[NH:60][CH:61]=[C:62]([C:64]2[CH:69]=[CH:68][C:67]([C:70]3[CH:75]=[CH:74][C:73]([NH:76][C:39]([C:30]4[CH:31]=[N:32][C:33]([N:10]5[CH2:25][CH2:24][N:7]([C:5]([C@H:3]6[CH2:4][C:2]6([CH3:23])[CH3:1])=[O:6])[CH2:12][C@H:11]5[CH3:80])=[CH:28][CH:29]=4)=[O:40])=[CH:72][C:71]=3[F:77])=[C:66]([F:78])[CH:65]=2)[N:63]=1)=[O:53])[CH:49]([CH3:51])[CH3:50], predict the reactants needed to synthesize it. The reactants are: [CH3:1][C:2]1([CH3:23])[CH2:4][C@@H:3]1[C:5]([N:7]1[CH2:12][CH2:11][N:10](C2C=CC(C(O)=O)=CN=2)[C@H](C)C1)=[O:6].[CH2:24](Cl)[CH2:25]Cl.[CH:28]1[CH:33]=[N:32][C:31]2N(O)N=N[C:30]=2[CH:29]=1.C[C:39](N(C)C)=[O:40].[CH3:44][O:45][C:46](=[O:79])[NH:47][C@H:48]([C:52]([N:54]1[CH2:58][CH2:57][CH2:56][C@H:55]1[C:59]1[NH:60][CH:61]=[C:62]([C:64]2[CH:69]=[CH:68][C:67]([C:70]3[CH:75]=[CH:74][C:73]([NH2:76])=[CH:72][C:71]=3[F:77])=[C:66]([F:78])[CH:65]=2)[N:63]=1)=[O:53])[CH:49]([CH3:51])[CH3:50].[CH:80](N(CC)C(C)C)(C)C.